From a dataset of Reaction yield outcomes from USPTO patents with 853,638 reactions. Predict the reaction yield, written as a fraction of the theoretical maximum amount of product (1.0 means a 100% yield; for example, 0.34 means a 34% yield). (1) The reactants are [Cl:1][C:2]1[C:3]([C:22]([N:24]2[CH2:28][CH2:27][CH2:26][CH2:25]2)=[O:23])=[C:4]([CH2:8][N:9]2[CH2:14][CH2:13][N:12](C(OC(C)(C)C)=O)[CH2:11][CH2:10]2)[CH:5]=[CH:6][CH:7]=1.FC(F)(F)C(O)=O. The catalyst is ClCCl. The product is [Cl:1][C:2]1[C:3]([C:22]([N:24]2[CH2:28][CH2:27][CH2:26][CH2:25]2)=[O:23])=[C:4]([CH2:8][N:9]2[CH2:10][CH2:11][NH:12][CH2:13][CH2:14]2)[CH:5]=[CH:6][CH:7]=1. The yield is 0.880. (2) The reactants are [H-].[Na+].[Cl:3][C:4]1[C:12]2[N:11]=[C:10]3[N:13]([C:17]4[CH:18]=[N:19][C:20]([N:24]([CH3:26])[CH3:25])=[CH:21][C:22]=4[CH3:23])[CH2:14][CH2:15][CH2:16][N:9]3[C:8]=2[C:7]([CH:27]([OH:30])[CH2:28][CH3:29])=[CH:6][CH:5]=1.[CH2:31](I)[CH3:32]. The catalyst is CN(C)C=O.[Cl-].[NH4+]. The product is [Cl:3][C:4]1[C:12]2[N:11]=[C:10]3[N:13]([C:17]4[C:22]([CH3:23])=[CH:21][C:20]([N:24]([CH3:25])[CH3:26])=[N:19][CH:18]=4)[CH2:14][CH2:15][CH2:16][N:9]3[C:8]=2[C:7]([CH:27]([O:30][CH2:31][CH3:32])[CH2:28][CH3:29])=[CH:6][CH:5]=1. The yield is 0.500. (3) The reactants are Br[C:2]1[CH:3]=[C:4]([CH2:8][C:9]([OH:11])=[O:10])[CH:5]=[N:6][CH:7]=1.[CH3:12][N:13]1[C:22]2[C:17](=[CH:18][C:19](B3OC(C)(C)C(C)(C)O3)=[CH:20][CH:21]=2)[CH2:16][CH2:15][C:14]1=[O:32].C([O-])([O-])=O.[Na+].[Na+]. The catalyst is C1C=CC(P(C2C=CC=CC=2)C2C=CC=CC=2)=CC=1.C1C=CC(P(C2C=CC=CC=2)C2C=CC=CC=2)=CC=1.Cl[Pd]Cl.CN(C=O)C. The product is [CH3:12][N:13]1[C:22]2[C:17](=[CH:18][C:19]([C:2]3[CH:3]=[C:4]([CH2:8][C:9]([OH:11])=[O:10])[CH:5]=[N:6][CH:7]=3)=[CH:20][CH:21]=2)[CH2:16][CH2:15][C:14]1=[O:32]. The yield is 0.230. (4) The reactants are [Cl:1][C:2]1[CH:3]=[N:4][C:5]2[C:10]([C:11]=1[CH2:12][CH2:13][N:14]1[CH2:18][CH2:17][C@@H:16]([CH2:19][NH2:20])[CH2:15]1)=[N:9][C:8]([O:21][CH3:22])=[CH:7][CH:6]=2.[O:23]=[C:24]1[CH2:29][S:28][C:27]2[CH:30]=[CH:31][C:32]([CH:34]=O)=[N:33][C:26]=2[NH:25]1.[O-]S([O-])(=O)=O.[Na+].[Na+].C([O-])(O)=O.[Na+].[BH4-].[Na+]. The catalyst is C(Cl)Cl.CCO. The product is [Cl:1][C:2]1[CH:3]=[N:4][C:5]2[C:10]([C:11]=1[CH2:12][CH2:13][N:14]1[CH2:18][CH2:17][C@@H:16]([CH2:19][NH:20][CH2:34][C:32]3[CH:31]=[CH:30][C:27]4[S:28][CH2:29][C:24](=[O:23])[NH:25][C:26]=4[N:33]=3)[CH2:15]1)=[N:9][C:8]([O:21][CH3:22])=[CH:7][CH:6]=2. The yield is 0.0940. (5) The reactants are [H-].[Na+].[Cl:3][C:4]1[N:9]=[C:8]([Cl:10])[CH:7]=[C:6](Cl)[N:5]=1.[OH:12][CH2:13][C:14]1[CH:15]=[CH:16][C:17]([O:22][C:23]2[CH:28]=[CH:27][CH:26]=[C:25]([C:29]([F:32])([F:31])[F:30])[CH:24]=2)=[C:18]([CH:21]=1)[C:19]#[N:20]. The catalyst is CN(C)C=O. The product is [Cl:3][C:4]1[N:5]=[C:6]([O:12][CH2:13][C:14]2[CH:15]=[CH:16][C:17]([O:22][C:23]3[CH:28]=[CH:27][CH:26]=[C:25]([C:29]([F:30])([F:31])[F:32])[CH:24]=3)=[C:18]([CH:21]=2)[C:19]#[N:20])[CH:7]=[C:8]([Cl:10])[N:9]=1. The yield is 0.717.